From a dataset of Full USPTO retrosynthesis dataset with 1.9M reactions from patents (1976-2016). Predict the reactants needed to synthesize the given product. (1) Given the product [NH2:1][C:2]1[C:7]([CH2:8][OH:9])=[C:6]([F:11])[C:5]([Br:12])=[CH:4][CH:3]=1, predict the reactants needed to synthesize it. The reactants are: [NH2:1][C:2]1[C:7]([C:8](O)=[O:9])=[C:6]([F:11])[C:5]([Br:12])=[CH:4][CH:3]=1.B.C1COCC1. (2) The reactants are: [Cl:1][C:2]1[N:10]=[CH:9][N:8]=[C:7]2[C:3]=1[NH:4][CH:5]=[N:6]2.[Cl:11][C:12]1[CH:21]=[CH:20][CH:19]=[C:18]2[C:13]=1[N:14]=[C:15]([C:24]1[CH:29]=[CH:28][CH:27]=[CH:26][C:25]=1[C:30]([F:33])([F:32])[F:31])[C:16]([CH2:22][NH2:23])=[N:17]2.C(N(CC)C(C)C)(C)C.[CH2:43]([OH:45])C. Given the product [CH2:2]([Cl:1])[Cl:11].[CH3:43][OH:45].[NH4+:4].[OH-:45].[Cl:11][C:12]1[CH:21]=[CH:20][CH:19]=[C:18]2[C:13]=1[N:14]=[C:15]([C:24]1[CH:29]=[CH:28][CH:27]=[CH:26][C:25]=1[C:30]([F:33])([F:31])[F:32])[C:16]([CH2:22][NH:23][C:2]1[N:10]=[CH:9][N:8]=[C:7]3[C:3]=1[N:4]=[CH:5][NH:6]3)=[N:17]2, predict the reactants needed to synthesize it. (3) Given the product [C:76]([C:79]1[S:83][C:82]([C:42]2[CH:43]=[C:44]3[C:49](=[CH:50][CH:51]=2)[N:48]([C:52]([CH:54]2[CH2:59][CH2:58][CH2:57][CH2:56][CH2:55]2)=[O:53])[CH:47]([CH2:60][N:61]2[CH2:66][CH2:65][N:64]([C:67]4[CH:72]=[CH:71][C:70]([F:73])=[CH:69][C:68]=4[O:74][CH3:75])[CH2:63][CH2:62]2)[CH2:46][CH2:45]3)=[CH:81][CH:80]=1)(=[O:78])[CH3:77], predict the reactants needed to synthesize it. The reactants are: C1(C(N2C3C(=CC(C4C=CC=CC=4)=CC=3)CCC2CN2CCN(C3C=CC=C4C=3C=CN4)CC2)=O)CCCCC1.Br[C:42]1[CH:43]=[C:44]2[C:49](=[CH:50][CH:51]=1)[N:48]([C:52]([CH:54]1[CH2:59][CH2:58][CH2:57][CH2:56][CH2:55]1)=[O:53])[CH:47]([CH2:60][N:61]1[CH2:66][CH2:65][N:64]([C:67]3[CH:72]=[CH:71][C:70]([F:73])=[CH:69][C:68]=3[O:74][CH3:75])[CH2:63][CH2:62]1)[CH2:46][CH2:45]2.[C:76]([C:79]1[S:83][C:82](B(O)O)=[CH:81][CH:80]=1)(=[O:78])[CH3:77]. (4) Given the product [C:1]([N:9]1[CH2:22][CH2:21][C:20]2[C:19]3[CH:18]=[C:17]([S:23]([C:26]4[CH:31]=[CH:30][CH:29]=[CH:28][CH:27]=4)(=[O:25])=[O:24])[CH:16]=[CH:15][C:14]=3[N:13]([CH3:35])[C:12]=2[CH2:11][CH2:10]1)(=[O:8])[C:2]1[CH:3]=[CH:4][CH:5]=[CH:6][CH:7]=1, predict the reactants needed to synthesize it. The reactants are: [C:1]([N:9]1[CH2:22][CH2:21][C:20]2[C:19]3[CH:18]=[C:17]([S:23]([C:26]4[CH:31]=[CH:30][CH:29]=[CH:28][CH:27]=4)(=[O:25])=[O:24])[CH:16]=[CH:15][C:14]=3[NH:13][C:12]=2[CH2:11][CH2:10]1)(=[O:8])[C:2]1[CH:7]=[CH:6][CH:5]=[CH:4][CH:3]=1.[H-].[Na+].I[CH3:35]. (5) Given the product [C:55]([C:57]1[CH:58]=[C:59]([CH:63]=[CH:64][CH:65]=1)[C:60]([NH:1][C:2]1[CH:3]=[CH:4][C:5]2[O:9][N:8]=[C:7]([CH:10]3[CH2:15][CH2:14][N:13]([C:16]([O:18][C:19]([CH3:20])([CH3:22])[CH3:21])=[O:17])[CH2:12][CH2:11]3)[C:6]=2[CH:23]=1)=[O:61])#[N:56], predict the reactants needed to synthesize it. The reactants are: [NH2:1][C:2]1[CH:3]=[CH:4][C:5]2[O:9][N:8]=[C:7]([CH:10]3[CH2:15][CH2:14][N:13]([C:16]([O:18][C:19]([CH3:22])([CH3:21])[CH3:20])=[O:17])[CH2:12][CH2:11]3)[C:6]=2[CH:23]=1.F[B-](F)(F)F.N1(OC(N(C)C)=[N+](C)C)C2C=CC=CC=2N=N1.C(N(C(C)C)CC)(C)C.[C:55]([C:57]1[CH:58]=[C:59]([CH:63]=[CH:64][CH:65]=1)[C:60](O)=[O:61])#[N:56].C(=O)(O)[O-].[Na+].